From a dataset of Catalyst prediction with 721,799 reactions and 888 catalyst types from USPTO. Predict which catalyst facilitates the given reaction. (1) Reactant: C(N(CC)CC)C.Cl[C:9](Cl)([O:11]C(=O)OC(Cl)(Cl)Cl)Cl.[CH3:20][C:21]1[CH:26]=[CH:25][CH:24]=[C:23]([CH3:27])[C:22]=1[O:28][C:29]1[N:34]=[CH:33][C:32]([NH:35][C:36](=[O:41])[C:37]([CH3:40])([CH3:39])[NH2:38])=[CH:31][CH:30]=1. Product: [CH3:27][C:23]1[CH:24]=[CH:25][CH:26]=[C:21]([CH3:20])[C:22]=1[O:28][C:29]1[N:34]=[CH:33][C:32]([N:35]2[C:36](=[O:41])[C:37]([CH3:39])([CH3:40])[NH:38][C:9]2=[O:11])=[CH:31][CH:30]=1. The catalyst class is: 112. (2) Product: [C:25]([OH:32])(=[O:31])/[CH:26]=[CH:27]/[C:28]([OH:30])=[O:29].[N:1]12[CH2:6][CH2:5][CH:4]([CH2:7][CH2:8]1)[CH:3]([O:9][C:10]1[N:11]=[CH:12][C:13]([C:16]3[CH:21]=[CH:20][C:19]([N:22]([CH3:24])[CH3:23])=[CH:18][CH:17]=3)=[N:14][CH:15]=1)[CH2:2]2.[N:1]12[CH2:6][CH2:5][CH:4]([CH2:7][CH2:8]1)[CH:3]([O:9][C:10]1[N:11]=[CH:12][C:13]([C:16]3[CH:21]=[CH:20][C:19]([N:22]([CH3:24])[CH3:23])=[CH:18][CH:17]=3)=[N:14][CH:15]=1)[CH2:2]2. The catalyst class is: 336. Reactant: [N:1]12[CH2:8][CH2:7][CH:4]([CH2:5][CH2:6]1)[CH:3]([O:9][C:10]1[N:11]=[CH:12][C:13]([C:16]3[CH:21]=[CH:20][C:19]([N:22]([CH3:24])[CH3:23])=[CH:18][CH:17]=3)=[N:14][CH:15]=1)[CH2:2]2.[C:25]([OH:32])(=[O:31])/[CH:26]=[CH:27]/[C:28]([OH:30])=[O:29]. (3) Reactant: CCN(CC)CC.[CH3:8][C:9]1[C:10](=[O:28])[O:11][C:12]([C:17]2[O:18][C:19]3[CH:25]=[CH:24][C:23]([CH:26]=[O:27])=[CH:22][C:20]=3[CH:21]=2)=[C:13]([CH3:16])[C:14]=1[OH:15].[C:29](Cl)(=[O:31])[CH3:30].O. Product: [C:29]([O:15][C:14]1[C:13]([CH3:16])=[C:12]([C:17]2[O:18][C:19]3[CH:25]=[CH:24][C:23]([CH:26]=[O:27])=[CH:22][C:20]=3[CH:21]=2)[O:11][C:10](=[O:28])[C:9]=1[CH3:8])(=[O:31])[CH3:30]. The catalyst class is: 91. (4) Reactant: [NH:1]([C:13]([O:15][CH2:16][CH:17]1[C:29]2[C:24](=[CH:25][CH:26]=[CH:27][CH:28]=2)[C:23]2[C:18]1=[CH:19][CH:20]=[CH:21][CH:22]=2)=[O:14])[C@H:2]([C:10](O)=[O:11])[CH2:3][C:4]1[CH:9]=[CH:8][CH:7]=[CH:6][CH:5]=1.ON1C(=O)CCC1=O.Cl.CN(C)CCCN=C=NCC.C(N(CC)C(C)C)(C)C.[C:59]([S:63][S:64][CH2:65][C@@H:66]([C:68]([OH:70])=[O:69])[NH2:67])([CH3:62])([CH3:61])[CH3:60].Cl. Product: [CH2:3]([C@@H:2]([C:10](=[O:11])[NH:67][C@H:66]([C:68]([OH:70])=[O:69])[CH2:65][S:64][S:63][C:59]([CH3:62])([CH3:60])[CH3:61])[NH:1][C:13](=[O:14])[O:15][CH2:16][CH:17]1[C:29]2[CH:28]=[CH:27][CH:26]=[CH:25][C:24]=2[C:23]2[C:18]1=[CH:19][CH:20]=[CH:21][CH:22]=2)[C:4]1[CH:9]=[CH:8][CH:7]=[CH:6][CH:5]=1. The catalyst class is: 96. (5) Reactant: C([SiH](CC)CC)C.[S:8]1[C:12]([CH2:13][C:14]2[CH:15]=[C:16]([C:24]3(O)[C@H:29]([O:30][CH2:31][C:32]4[CH:37]=[CH:36][CH:35]=[CH:34][CH:33]=4)[C@@H:28]([O:38][CH2:39][C:40]4[CH:45]=[CH:44][CH:43]=[CH:42][CH:41]=4)[C@@H:27]([O:46][CH2:47][C:48]4[CH:53]=[CH:52][CH:51]=[CH:50][CH:49]=4)[C@@H:26]([CH2:54][O:55][CH2:56][C:57]4[CH:62]=[CH:61][CH:60]=[CH:59][CH:58]=4)[O:25]3)[C:17]3[C:22]([CH:23]=2)=[CH:21][CH:20]=[CH:19][CH:18]=3)=[CH:11][C:10]2[CH:64]=[CH:65][CH:66]=[CH:67][C:9]1=2.O. Product: [S:8]1[C:12]([CH2:13][C:14]2[CH:15]=[C:16]([C@H:24]3[C@@H:29]([O:30][CH2:31][C:32]4[CH:33]=[CH:34][CH:35]=[CH:36][CH:37]=4)[C@@H:28]([O:38][CH2:39][C:40]4[CH:45]=[CH:44][CH:43]=[CH:42][CH:41]=4)[C@@H:27]([O:46][CH2:47][C:48]4[CH:49]=[CH:50][CH:51]=[CH:52][CH:53]=4)[C@@H:26]([CH2:54][O:55][CH2:56][C:57]4[CH:62]=[CH:61][CH:60]=[CH:59][CH:58]=4)[O:25]3)[C:17]3[C:22]([CH:23]=2)=[CH:21][CH:20]=[CH:19][CH:18]=3)=[CH:11][C:10]2[CH:64]=[CH:65][CH:66]=[CH:67][C:9]1=2. The catalyst class is: 2. (6) Reactant: [C:1]([NH2:5])([CH3:4])([CH3:3])[CH3:2].Cl[Si:7]([CH:10]1[CH:14]=[CH:13][CH:12]=[CH:11]1)([CH3:9])[CH3:8].C1CC=CC=1. Product: [C:1]([NH:5][Si:7]([CH:10]1[CH:14]=[CH:13][CH:12]=[CH:11]1)([CH3:9])[CH3:8])([CH3:4])([CH3:3])[CH3:2]. The catalyst class is: 1. (7) Reactant: [NH2:1][CH:2]1[CH2:7][CH2:6][N:5]([CH2:8][C@@H:9]2[CH2:20][CH2:19][N:18]3[C:21]4[N:10]2[C:11](=[O:23])[CH:12]=[N:13][C:14]=4[CH:15]=[CH:16][C:17]3=[O:22])[CH2:4][CH2:3]1.[S:24]1[C:33]2[CH:32]=[C:31]([CH:34]=O)[N:30]=[CH:29][C:28]=2[O:27][CH2:26][CH2:25]1.C(N(CC)CC)C.C(O[BH-](OC(=O)C)OC(=O)C)(=O)C.[Na+].C([O-])(O)=O.[Na+].C(Cl)(Cl)[Cl:63]. Product: [ClH:63].[ClH:63].[S:24]1[C:33]2[CH:32]=[C:31]([CH2:34][NH:1][CH:2]3[CH2:7][CH2:6][N:5]([CH2:8][C@@H:9]4[CH2:20][CH2:19][N:18]5[C:21]6[N:10]4[C:11](=[O:23])[CH:12]=[N:13][C:14]=6[CH:15]=[CH:16][C:17]5=[O:22])[CH2:4][CH2:3]3)[N:30]=[CH:29][C:28]=2[O:27][CH2:26][CH2:25]1. The catalyst class is: 5. (8) Reactant: [C:1]([C:4]1[CH:9]=[CH:8][C:7]([S:10](Cl)(=[O:12])=[O:11])=[CH:6][CH:5]=1)(=[O:3])[CH3:2].C(N(CC)CC)C.[NH2:21][CH2:22][C:23]1[CH:28]=[CH:27][CH:26]=[CH:25][N:24]=1. Product: [C:1]([C:4]1[CH:9]=[CH:8][C:7]([S:10]([NH:21][CH2:22][C:23]2[CH:28]=[CH:27][CH:26]=[CH:25][N:24]=2)(=[O:12])=[O:11])=[CH:6][CH:5]=1)(=[O:3])[CH3:2]. The catalyst class is: 20. (9) Reactant: Br[C:2]1[N:6]2[CH:7]=[CH:8][CH:9]=[C:10]([O:11][CH2:12][C:13]3C(F)=CC=CC=3F)[C:5]2=[N:4][C:3]=1C.Br[C:23]1[N:27]2[CH:28]=[C:29]([CH3:42])[CH:30]=[C:31]([O:32][CH2:33][C:34]3[C:39]([F:40])=[CH:38][CH:37]=[CH:36][C:35]=3[F:41])[C:26]2=[N:25][C:24]=1[CH3:43].C(=O)(O)[O-].[Na+].C(=O)([O-])[O-].[K+].[K+].C(#[N:57])C. Product: [F:41][C:35]1[CH:36]=[CH:37][CH:38]=[C:39]([F:40])[C:34]=1[CH2:33][O:32][C:31]1[C:26]2[N:27]([C:23]([C:8]3[CH:9]=[N:57][N:6]([CH2:2][CH2:3][N:4]4[CH2:5][CH2:10][O:11][CH2:12][CH2:13]4)[CH:7]=3)=[C:24]([CH3:43])[N:25]=2)[CH:28]=[C:29]([CH3:42])[CH:30]=1. The catalyst class is: 149. (10) Product: [OH:41][CH:20]([C:12]1[C:13]2[O:18][CH2:17][C:16](=[O:19])[NH:15][C:14]=2[C:9]([OH:8])=[CH:10][CH:11]=1)[CH2:21][NH:22][C:23]1([CH2:26][CH2:27][N:28]2[C:33]3[CH:34]=[CH:35][CH:36]=[CH:37][C:32]=3[C:31]([CH3:39])([CH3:38])[O:30][C:29]2=[O:40])[CH2:24][CH2:25]1. Reactant: C([O:8][C:9]1[C:14]2[NH:15][C:16](=[O:19])[CH2:17][O:18][C:13]=2[C:12]([CH:20]([OH:41])[CH2:21][NH:22][C:23]2([CH2:26][CH2:27][N:28]3[C:33]4[CH:34]=[CH:35][CH:36]=[CH:37][C:32]=4[C:31]([CH3:39])([CH3:38])[O:30][C:29]3=[O:40])[CH2:25][CH2:24]2)=[CH:11][CH:10]=1)C1C=CC=CC=1.[H][H]. The catalyst class is: 19.